This data is from Full USPTO retrosynthesis dataset with 1.9M reactions from patents (1976-2016). The task is: Predict the reactants needed to synthesize the given product. (1) The reactants are: [H-].C([Al+]CC(C)C)C(C)C.[CH3:11][O:12][C:13]1[CH:18]=[C:17]([N+:19]([O-:21])=[O:20])[CH:16]=[CH:15][C:14]=1[N:22]1[CH:26]=[C:25]([C:27](OCC)=[O:28])[N:24]=[CH:23]1. Given the product [CH3:11][O:12][C:13]1[CH:18]=[C:17]([N+:19]([O-:21])=[O:20])[CH:16]=[CH:15][C:14]=1[N:22]1[CH:26]=[C:25]([CH:27]=[O:28])[N:24]=[CH:23]1, predict the reactants needed to synthesize it. (2) Given the product [CH3:13][O:12][C:7]1[CH:8]=[CH:9][CH:10]=[C:11]2[C:6]=1[N:5]=[C:4]([C:14]1[N:18]3[CH:19]=[CH:20][C:21]([O:23][CH2:24][CH2:25][O:26][CH3:27])=[CH:22][C:17]3=[N:16][CH:15]=1)[CH:3]=[C:2]2[CH:29]=[CH2:30], predict the reactants needed to synthesize it. The reactants are: I[C:2]1[C:11]2[C:6](=[C:7]([O:12][CH3:13])[CH:8]=[CH:9][CH:10]=2)[N:5]=[C:4]([C:14]2[N:18]3[CH:19]=[CH:20][C:21]([O:23][CH2:24][CH2:25][O:26][CH3:27])=[CH:22][C:17]3=[N:16][CH:15]=2)[CH:3]=1.O1C=C[CH:30]=[C:29]1P(C1OC=CC=1)C1OC=CC=1.C([Sn](CCCC)(CCCC)C=C)CCC. (3) Given the product [F:40][C:41]([F:46])([F:45])[C:42]([O-:44])=[O:43].[Cl:1][C:2]1[CH:10]=[C:9]2[C:5]([CH:6]=[C:7]([C:13](=[O:30])[NH:14][CH:15]([C:20]3[CH:25]=[CH:24][CH:23]=[C:22]([C:26]([F:27])([F:28])[F:29])[CH:21]=3)[C:16]([F:17])([F:19])[F:18])[N:8]2[CH2:11][CH3:12])=[CH:4][C:3]=1[CH2:31][NH3+:32], predict the reactants needed to synthesize it. The reactants are: [Cl:1][C:2]1[CH:10]=[C:9]2[C:5]([CH:6]=[C:7]([C:13](=[O:30])[NH:14][CH:15]([C:20]3[CH:25]=[CH:24][CH:23]=[C:22]([C:26]([F:29])([F:28])[F:27])[CH:21]=3)[C:16]([F:19])([F:18])[F:17])[N:8]2[CH2:11][CH3:12])=[CH:4][C:3]=1[CH2:31][NH:32]C(=O)OC(C)(C)C.[F:40][C:41]([F:46])([F:45])[C:42]([OH:44])=[O:43]. (4) Given the product [CH3:12][C:13]([NH:20][C:21]1[N:22]=[CH:23][C:24]2[CH:28]=[CH:29][NH:27][C:25]=2[CH:26]=1)([CH2:15][C:16]([CH3:19])([CH3:18])[CH3:17])[CH3:14], predict the reactants needed to synthesize it. The reactants are: N1C2C=C(C#N)N=CC=2C=C1.[CH3:12][C:13]([NH:20][C:21]1[CH:26]=[C:25]([NH2:27])[C:24]([C:28]#[C:29][Si](C)(C)C)=[CH:23][N:22]=1)([CH2:15][C:16]([CH3:19])([CH3:18])[CH3:17])[CH3:14]. (5) Given the product [CH:1]([N:4]1[C:8]2[N:9]=[C:10]([C@H:14]3[C@H:18]([CH3:19])[CH2:17][N:16]([CH2:30][C:23]4[C:24]5[C:29](=[N:28][CH:27]=[CH:26][CH:25]=5)[N:20]=[CH:21][CH:22]=4)[CH2:15]3)[NH:11][C:12](=[O:13])[C:7]=2[CH:6]=[N:5]1)([CH3:3])[CH3:2], predict the reactants needed to synthesize it. The reactants are: [CH:1]([N:4]1[C:8]2[N:9]=[C:10]([C@H:14]3[C@H:18]([CH3:19])[CH2:17][NH:16][CH2:15]3)[NH:11][C:12](=[O:13])[C:7]=2[CH:6]=[N:5]1)([CH3:3])[CH3:2].[N:20]1[C:29]2[C:24](=[CH:25][CH:26]=[CH:27][N:28]=2)[C:23]([CH:30]=O)=[CH:22][CH:21]=1. (6) Given the product [CH:1]1[C:9]2[C:8]3[CH:10]=[CH:11][CH:12]=[CH:13][C:7]=3[O:6][C:5]=2[C:4]([C:14]2[CH:26]=[C:18]([NH:19][C:20]3[CH:25]=[CH:24][CH:23]=[CH:22][CH:21]=3)[C:17]([NH2:27])=[CH:16][CH:15]=2)=[CH:3][CH:2]=1, predict the reactants needed to synthesize it. The reactants are: [CH:1]1[C:9]2[C:8]3[CH:10]=[CH:11][CH:12]=[CH:13][C:7]=3[O:6][C:5]=2[C:4]([C:14]2[CH:15]=[CH:16][C:17]([N+:27]([O-])=O)=[C:18]([CH:26]=2)[NH:19][C:20]2[CH:25]=[CH:24][CH:23]=[CH:22][CH:21]=2)=[CH:3][CH:2]=1.CO.[Cl-].[NH4+]. (7) The reactants are: [Cl:1][C:2]1[CH:7]=[CH:6][C:5]([S:8][C:9]2[C:17]3[C:12](=[N:13][CH:14]=[CH:15][CH:16]=3)[NH:11][C:10]=2[CH2:18][CH2:19]C(OCC)=O)=[CH:4][CH:3]=1.[CH3:25][Mg]Br.[CH2:28]1[CH2:32][O:31]CC1. Given the product [Cl:1][C:2]1[CH:7]=[CH:6][C:5]([S:8][C:9]2[C:17]3[C:12](=[N:13][CH:14]=[CH:15][CH:16]=3)[NH:11][C:10]=2[CH2:18][CH2:19][C:32]([CH3:28])([OH:31])[CH3:25])=[CH:4][CH:3]=1, predict the reactants needed to synthesize it.